Dataset: Full USPTO retrosynthesis dataset with 1.9M reactions from patents (1976-2016). Task: Predict the reactants needed to synthesize the given product. (1) The reactants are: [NH2:1][C:2]1[CH:10]=[CH:9][C:5]2[N:6]=[CH:7][NH:8][C:4]=2[CH:3]=1.C([O-])(=O)C.[Na+].[Br:16]Br. Given the product [NH2:1][C:2]1[CH:10]=[CH:9][C:5]2[N:6]=[CH:7][NH:8][C:4]=2[C:3]=1[Br:16], predict the reactants needed to synthesize it. (2) Given the product [CH3:9][O:10][C:11]1[CH:18]=[CH:17][CH:16]=[CH:15][C:12]=1[CH:13]1[CH2:3][O:14]1, predict the reactants needed to synthesize it. The reactants are: [H-].[Na+].[CH3:3]S(I)(C)(C)=O.[CH3:9][O:10][C:11]1[CH:18]=[CH:17][CH:16]=[CH:15][C:12]=1[CH:13]=[O:14]. (3) The reactants are: [Cl:1][C:2]1[CH:9]=[C:8]([O:10][CH3:11])[C:7]([OH:12])=[CH:6][C:3]=1[CH:4]=[O:5].Cl[CH2:14][CH2:15][N:16]1[CH2:21][CH2:20][O:19][CH2:18][CH2:17]1.Cl.C([O-])([O-])=O.[K+].[K+]. Given the product [Cl:1][C:2]1[CH:9]=[C:8]([O:10][CH3:11])[C:7]([O:12][CH2:14][CH2:15][N:16]2[CH2:21][CH2:20][O:19][CH2:18][CH2:17]2)=[CH:6][C:3]=1[CH:4]=[O:5], predict the reactants needed to synthesize it. (4) Given the product [CH3:25][O:26][C:27]1[CH:32]=[C:31]([O:33][CH3:34])[CH:30]=[CH:29][C:28]=1[CH2:15][N:2]1[CH2:3][CH2:4][C:5]2[C:6](=[CH:7][CH:8]=[C:9]([C:11]#[N:12])[CH:10]=2)[C:13]1=[NH:14], predict the reactants needed to synthesize it. The reactants are: C[N:2]([CH3:15])/[CH:3]=[CH:4]/[C:5]1[CH:10]=[C:9]([C:11]#[N:12])[CH:8]=[CH:7][C:6]=1[C:13]#[N:14].CN1C(=O)N(C)CCC1.[CH3:25][O:26][C:27]1[CH:32]=[C:31]([O:33][CH3:34])[CH:30]=[CH:29][C:28]=1CN. (5) Given the product [CH2:21]([N:23]([CH2:31][CH3:32])[C:24]1[CH:29]=[CH:28][C:27]([NH:35][C:13]([CH:10]2[CH2:9][CH2:8][C:7]3[C:12](=[C:3]([O:2][CH3:1])[CH:4]=[CH:5][CH:6]=3)[CH2:11]2)=[O:15])=[CH:26][CH:25]=1)[CH3:22], predict the reactants needed to synthesize it. The reactants are: [CH3:1][O:2][C:3]1[CH:4]=[CH:5][CH:6]=[C:7]2[C:12]=1[CH2:11][CH:10]([C:13]([OH:15])=O)[CH2:9][CH2:8]2.S(O)(O)(=O)=O.[CH2:21]([N:23]([CH2:31][CH3:32])[C:24]1[CH:29]=[CH:28][CH:27]=[CH:26][C:25]=1N)[CH3:22].CC[N:35](CC)CC.CN(C(ON1N=NC2C=CC=CC1=2)=[N+](C)C)C.[B-](F)(F)(F)F. (6) Given the product [F:13][C:10]([P:5]([C:6]([F:7])([F:8])[F:9])(=[O:14])[OH:15])([F:11])[F:12], predict the reactants needed to synthesize it. The reactants are: FC([P:5](=[O:14])([C:10]([F:13])([F:12])[F:11])[C:6]([F:9])([F:8])[F:7])(F)F.[OH2:15]. (7) Given the product [Br:1][C:2]1[CH:3]=[CH:4][C:5]([O:22][CH3:23])=[C:6]([S:8]([N:11]([CH2:30][CH3:31])[C:12]2[CH:13]=[N:14][C:15]3[C:20]([CH:21]=2)=[CH:19][CH:18]=[CH:17][CH:16]=3)(=[O:9])=[O:10])[CH:7]=1, predict the reactants needed to synthesize it. The reactants are: [Br:1][C:2]1[CH:3]=[CH:4][C:5]([O:22][CH3:23])=[C:6]([S:8]([NH:11][C:12]2[CH:13]=[N:14][C:15]3[C:20]([CH:21]=2)=[CH:19][CH:18]=[CH:17][CH:16]=3)(=[O:10])=[O:9])[CH:7]=1.C([O-])([O-])=O.[K+].[K+].[CH2:30](Br)[CH3:31]. (8) Given the product [CH3:1][O:2][C:3]1[CH:4]=[CH:5][C:6]2[N:10]3[CH2:11][C:12]4[C:17]([C:9]3=[C:8]([CH:18]=[CH:29][N+:26]([O-:28])=[O:27])[C:7]=2[N:20]=1)=[CH:16][CH:15]=[CH:14][CH:13]=4, predict the reactants needed to synthesize it. The reactants are: [CH3:1][O:2][C:3]1[CH:4]=[CH:5][C:6]2[N:10]3[CH2:11][C:12]4[C:17]([C:9]3=[C:8]([CH:18]=O)[C:7]=2[N:20]=1)=[CH:16][CH:15]=[CH:14][CH:13]=4.C([O-])(=O)C.[NH4+].[N+:26]([CH3:29])([O-:28])=[O:27]. (9) Given the product [F:1][C:2]1[CH:3]=[CH:4][C:5]([C:18]([F:21])([F:19])[F:20])=[C:6]([C:8]2[CH:13]=[CH:12][N:11]=[C:10]([C:14]3[NH:16][O:17][C:22](=[O:23])[N:15]=3)[CH:9]=2)[CH:7]=1, predict the reactants needed to synthesize it. The reactants are: [F:1][C:2]1[CH:3]=[CH:4][C:5]([C:18]([F:21])([F:20])[F:19])=[C:6]([C:8]2[CH:13]=[CH:12][N:11]=[C:10]([C:14](=[N:16][OH:17])[NH2:15])[CH:9]=2)[CH:7]=1.[C:22](N1C=CN=C1)(N1C=CN=C1)=[O:23].N12CCCN=C1CCCCC2.Cl. (10) Given the product [CH:10]([C:9]1[N:8]=[CH:7][NH:6][C:5]=1[C:4]([O:3][CH3:1])=[O:14])=[O:11], predict the reactants needed to synthesize it. The reactants are: [CH2:1]([O:3][CH:4]([O:14]CC)[C:5]1[N:6]=[CH:7][NH:8][C:9]=1[C:10](OC)=[O:11])C.C(O)(=O)C.